Dataset: Forward reaction prediction with 1.9M reactions from USPTO patents (1976-2016). Task: Predict the product of the given reaction. The product is: [F:34][C:5]([F:4])([F:33])[C:6]1[CH:7]=[C:8]([S:12]([N:15]2[CH2:16][CH2:17][CH:18]([O:21][NH2:22])[CH2:19][CH2:20]2)(=[O:14])=[O:13])[CH:9]=[CH:10][CH:11]=1. Given the reactants O.NN.[F:4][C:5]([F:34])([F:33])[C:6]1[CH:7]=[C:8]([S:12]([N:15]2[CH2:20][CH2:19][CH:18]([O:21][N:22]3C(=O)C4C(=CC=CC=4)C3=O)[CH2:17][CH2:16]2)(=[O:14])=[O:13])[CH:9]=[CH:10][CH:11]=1, predict the reaction product.